From a dataset of Peptide-MHC class I binding affinity with 185,985 pairs from IEDB/IMGT. Regression. Given a peptide amino acid sequence and an MHC pseudo amino acid sequence, predict their binding affinity value. This is MHC class I binding data. (1) The peptide sequence is PLNEGVMAV. The MHC is HLA-A02:03 with pseudo-sequence HLA-A02:03. The binding affinity (normalized) is 0.716. (2) The peptide sequence is TQWSLFFFV. The MHC is HLA-A02:02 with pseudo-sequence HLA-A02:02. The binding affinity (normalized) is 0.595. (3) The binding affinity (normalized) is 0.610. The MHC is H-2-Kb with pseudo-sequence H-2-Kb. The peptide sequence is LRRAYAPL. (4) The peptide sequence is WMLGTGVYL. The MHC is HLA-B07:02 with pseudo-sequence HLA-B07:02. The binding affinity (normalized) is 0.0847.